This data is from Full USPTO retrosynthesis dataset with 1.9M reactions from patents (1976-2016). The task is: Predict the reactants needed to synthesize the given product. (1) Given the product [CH2:10]=[C:6]1[CH2:7][CH2:8][CH:3]([N:2]2[C:20](=[O:21])[C:19]3[C:18](=[CH:26][CH:25]=[CH:24][CH:23]=3)[C:17]2=[O:22])[CH2:4][CH2:5]1, predict the reactants needed to synthesize it. The reactants are: Cl.[NH2:2][C:3]1(O)[CH2:8][CH2:7][CH2:6][CH2:5][CH2:4]1.[CH2:10](N(CC)CC)C.[C:17]1(=O)[O:22][C:20](=[O:21])[C:19]2=[CH:23][CH:24]=[CH:25][CH:26]=[C:18]12. (2) Given the product [Cl:23][C:24]1[N:28]([CH3:29])[N:27]=[C:26]([CH3:30])[C:25]=1[CH2:31][NH:1][C:2]1[CH:3]=[C:4]2[C:9](=[CH:10][CH:11]=1)[N:8]=[CH:7][C:6]([C:12]#[N:13])=[C:5]2[NH:14][C:15]1[CH:20]=[CH:19][C:18]([F:21])=[C:17]([Cl:22])[CH:16]=1, predict the reactants needed to synthesize it. The reactants are: [NH2:1][C:2]1[CH:3]=[C:4]2[C:9](=[CH:10][CH:11]=1)[N:8]=[CH:7][C:6]([C:12]#[N:13])=[C:5]2[NH:14][C:15]1[CH:20]=[CH:19][C:18]([F:21])=[C:17]([Cl:22])[CH:16]=1.[Cl:23][C:24]1[N:28]([CH3:29])[N:27]=[C:26]([CH3:30])[C:25]=1[CH:31]=O.[BH3-]C#N.[Na+].